From a dataset of Reaction yield outcomes from USPTO patents with 853,638 reactions. Predict the reaction yield, written as a fraction of the theoretical maximum amount of product (1.0 means a 100% yield; for example, 0.34 means a 34% yield). (1) The reactants are [Cl:1][C:2]1[N:7]=[CH:6][C:5]([NH2:8])=[CH:4][CH:3]=1.CCN(CC)CC.[CH3:16][C:17]([O:20][C:21](O[C:21]([O:20][C:17]([CH3:19])([CH3:18])[CH3:16])=[O:22])=[O:22])([CH3:19])[CH3:18]. The catalyst is CN(C1C=CN=CC=1)C.C(Cl)Cl. The product is [Cl:1][C:2]1[N:7]=[CH:6][C:5]([NH:8][C:21](=[O:22])[O:20][C:17]([CH3:19])([CH3:18])[CH3:16])=[CH:4][CH:3]=1. The yield is 0.760. (2) The reactants are Cl[S:2]([C:5]1[CH:6]=[C:7]2[C:11](=[CH:12][CH:13]=1)[NH:10][C:9](=[O:14])[CH2:8]2)(=[O:4])=[O:3].[CH3:15][NH:16][CH3:17]. The catalyst is CO. The product is [CH3:15][N:16]([CH3:17])[S:2]([C:5]1[CH:6]=[C:7]2[C:11](=[CH:12][CH:13]=1)[NH:10][C:9](=[O:14])[CH2:8]2)(=[O:4])=[O:3]. The yield is 0.790. (3) The reactants are [O:1]1CCO[CH:2]1[CH2:6][CH2:7][CH2:8][O:9][C:10]1[CH:11]=[C:12]([CH:40]=[C:41]([O:43][CH2:44][CH2:45][CH3:46])[CH:42]=1)[O:13][C:14]1[C:15]([NH:26][S:27]([C:30]2[CH:35]=[CH:34][C:33]([O:36][CH3:37])=[C:32]([O:38][CH3:39])[CH:31]=2)(=[O:29])=[O:28])=[CH:16][C:17]2[N:21]([CH3:22])[C:20](=[O:23])[N:19]([CH3:24])[C:18]=2[CH:25]=1.CC1C=CC(S(O)(=O)=O)=CC=1. The catalyst is C1COCC1.O. The product is [CH3:24][N:19]1[C:18]2[CH:25]=[C:14]([O:13][C:12]3[CH:40]=[C:41]([O:43][CH2:44][CH2:45][CH3:46])[CH:42]=[C:10]([O:9][CH2:8][CH2:7][CH2:6][CH:2]=[O:1])[CH:11]=3)[C:15]([NH:26][S:27]([C:30]3[CH:35]=[CH:34][C:33]([O:36][CH3:37])=[C:32]([O:38][CH3:39])[CH:31]=3)(=[O:28])=[O:29])=[CH:16][C:17]=2[N:21]([CH3:22])[C:20]1=[O:23]. The yield is 0.740. (4) The reactants are [F:1][C:2]1[CH:3]=[C:4]([OH:9])[CH:5]=[C:6]([F:8])[CH:7]=1.[O:10]1[CH2:15][CH2:14][CH:13](O)[CH2:12][CH2:11]1.C1(P(C2C=CC=CC=2)C2C=CC=CC=2)C=CC=CC=1.CC(OC(/N=N/C(OC(C)C)=O)=O)C. The catalyst is C1COCC1. The product is [F:1][C:2]1[CH:3]=[C:4]([CH:5]=[C:6]([F:8])[CH:7]=1)[O:9][CH:13]1[CH2:14][CH2:15][O:10][CH2:11][CH2:12]1. The yield is 0.900. (5) The reactants are N#N.C(Cl)Cl.CC([O-])=O.[K+].[B:20]1([B:20]2[O:24][C:23]([CH3:26])([CH3:25])[C:22]([CH3:28])([CH3:27])[O:21]2)[O:24][C:23]([CH3:26])([CH3:25])[C:22]([CH3:28])([CH3:27])[O:21]1.Br[C:30]1[CH:35]=[CH:34][C:33]([NH2:36])=[CH:32][C:31]=1[N+:37]([O-:39])=[O:38]. The catalyst is CS(C)=O.C1C=CC(P(C2C=CC=CC=2)[C-]2C=CC=C2)=CC=1.C1C=CC(P(C2C=CC=CC=2)[C-]2C=CC=C2)=CC=1.Cl[Pd]Cl.[Fe+2]. The product is [N+:37]([C:31]1[CH:32]=[C:33]([NH2:36])[CH:34]=[CH:35][C:30]=1[B:20]1[O:21][C:22]([CH3:27])([CH3:28])[C:23]([CH3:25])([CH3:26])[O:24]1)([O-:39])=[O:38]. The yield is 0.770.